From a dataset of TCR-epitope binding with 47,182 pairs between 192 epitopes and 23,139 TCRs. Binary Classification. Given a T-cell receptor sequence (or CDR3 region) and an epitope sequence, predict whether binding occurs between them. (1) The epitope is CINGVCWTV. The TCR CDR3 sequence is CASSWGAGGTYEQYF. Result: 0 (the TCR does not bind to the epitope). (2) The epitope is HSKKKCDEL. The TCR CDR3 sequence is CASSEKPLYEQYF. Result: 0 (the TCR does not bind to the epitope). (3) The epitope is YFPLQSYGF. The TCR CDR3 sequence is CASSGRWEQYF. Result: 1 (the TCR binds to the epitope). (4) The epitope is NLVPMVATV. The TCR CDR3 sequence is CASSESGAYEQYF. Result: 0 (the TCR does not bind to the epitope). (5) Result: 1 (the TCR binds to the epitope). The epitope is EILDITPCSF. The TCR CDR3 sequence is CASQDSLSYEQYF. (6) The epitope is LLDFVRFMGV. The TCR CDR3 sequence is CASSLAGDRGPNQPQHF. Result: 0 (the TCR does not bind to the epitope). (7) The epitope is LLSAGIFGA. The TCR CDR3 sequence is CASSFSSVDEQFF. Result: 0 (the TCR does not bind to the epitope). (8) The epitope is FIAGLIAIV. Result: 0 (the TCR does not bind to the epitope). The TCR CDR3 sequence is CASSLGLGGTYEQYF.